From a dataset of Reaction yield outcomes from USPTO patents with 853,638 reactions. Predict the reaction yield, written as a fraction of the theoretical maximum amount of product (1.0 means a 100% yield; for example, 0.34 means a 34% yield). The reactants are Cl[C:2]1[CH:3]=[C:4]([NH:10][C:11]2[CH:16]=[CH:15][C:14]([C:17]([N:19]3[CH2:24][CH2:23][O:22][CH2:21][CH2:20]3)=[O:18])=[CH:13][N:12]=2)[C:5](=[O:9])[N:6]([CH3:8])[N:7]=1.[C:25]([O:28][CH2:29][C:30]1[C:31]([N:45]2[CH2:56][CH2:55][N:54]3[C:47](=[CH:48][C:49]4[CH2:50][C:51]([CH3:58])([CH3:57])[CH2:52][C:53]=43)[C:46]2=[O:59])=[N:32][CH:33]=[CH:34][C:35]=1B1OC(C)(C)C(C)(C)O1)(=[O:27])[CH3:26].C1(P(C2CCCCC2)C2CCCCC2)CCCCC1.C(=O)([O-])[O-].[Cs+].[Cs+]. The catalyst is O.C1C=CC(/C=C/C(/C=C/C2C=CC=CC=2)=O)=CC=1.C1C=CC(/C=C/C(/C=C/C2C=CC=CC=2)=O)=CC=1.C1C=CC(/C=C/C(/C=C/C2C=CC=CC=2)=O)=CC=1.[Pd].[Pd].O1CCOCC1. The product is [C:25]([O:28][CH2:29][C:30]1[C:31]([N:45]2[CH2:56][CH2:55][N:54]3[C:47](=[CH:48][C:49]4[CH2:50][C:51]([CH3:58])([CH3:57])[CH2:52][C:53]=43)[C:46]2=[O:59])=[N:32][CH:33]=[CH:34][C:35]=1[C:2]1[CH:3]=[C:4]([NH:10][C:11]2[CH:16]=[CH:15][C:14]([C:17]([N:19]3[CH2:24][CH2:23][O:22][CH2:21][CH2:20]3)=[O:18])=[CH:13][N:12]=2)[C:5](=[O:9])[N:6]([CH3:8])[N:7]=1)(=[O:27])[CH3:26]. The yield is 0.230.